From a dataset of NCI-60 drug combinations with 297,098 pairs across 59 cell lines. Regression. Given two drug SMILES strings and cell line genomic features, predict the synergy score measuring deviation from expected non-interaction effect. (1) Drug 1: C(CC(=O)O)C(=O)CN.Cl. Drug 2: CC1C(C(CC(O1)OC2CC(CC3=C2C(=C4C(=C3O)C(=O)C5=C(C4=O)C(=CC=C5)OC)O)(C(=O)CO)O)N)O.Cl. Cell line: NCIH23. Synergy scores: CSS=41.7, Synergy_ZIP=-2.69, Synergy_Bliss=-3.33, Synergy_Loewe=-5.76, Synergy_HSA=-0.551. (2) Drug 1: C1CCC(CC1)NC(=O)N(CCCl)N=O. Drug 2: CCC1(CC2CC(C3=C(CCN(C2)C1)C4=CC=CC=C4N3)(C5=C(C=C6C(=C5)C78CCN9C7C(C=CC9)(C(C(C8N6C)(C(=O)OC)O)OC(=O)C)CC)OC)C(=O)OC)O.OS(=O)(=O)O. Cell line: T-47D. Synergy scores: CSS=13.6, Synergy_ZIP=-9.25, Synergy_Bliss=-7.53, Synergy_Loewe=-24.3, Synergy_HSA=-6.91. (3) Drug 1: CCC1=C2CN3C(=CC4=C(C3=O)COC(=O)C4(CC)O)C2=NC5=C1C=C(C=C5)O. Drug 2: CN(CCCl)CCCl.Cl. Cell line: TK-10. Synergy scores: CSS=14.9, Synergy_ZIP=-7.53, Synergy_Bliss=-1.43, Synergy_Loewe=-3.99, Synergy_HSA=-0.208. (4) Drug 1: CC1=C2C(C(=O)C3(C(CC4C(C3C(C(C2(C)C)(CC1OC(=O)C(C(C5=CC=CC=C5)NC(=O)C6=CC=CC=C6)O)O)OC(=O)C7=CC=CC=C7)(CO4)OC(=O)C)O)C)OC(=O)C. Synergy scores: CSS=4.93, Synergy_ZIP=-1.07, Synergy_Bliss=2.56, Synergy_Loewe=-5.78, Synergy_HSA=-0.390. Drug 2: CC(C)NC(=O)C1=CC=C(C=C1)CNNC.Cl. Cell line: SF-295. (5) Drug 1: C1CCC(C1)C(CC#N)N2C=C(C=N2)C3=C4C=CNC4=NC=N3. Drug 2: C(CC(=O)O)C(=O)CN.Cl. Cell line: OVCAR-8. Synergy scores: CSS=3.91, Synergy_ZIP=1.36, Synergy_Bliss=5.84, Synergy_Loewe=3.04, Synergy_HSA=3.21.